Dataset: Acute oral toxicity (LD50) regression data from Zhu et al.. Task: Regression/Classification. Given a drug SMILES string, predict its toxicity properties. Task type varies by dataset: regression for continuous values (e.g., LD50, hERG inhibition percentage) or binary classification for toxic/non-toxic outcomes (e.g., AMES mutagenicity, cardiotoxicity, hepatotoxicity). Dataset: ld50_zhu. (1) The compound is CN1C(=O)CN=C(c2ccccc2F)c2c1ccc(NC(=O)N1CCOCC1)c2Cl. The rat oral LD50 is 2.54, given as -log10 of the dose in mol/kg body weight (higher means more acutely toxic). (2) The molecule is CCN1C(=O)C=CC1=O. The rat oral LD50 is 3.70, given as -log10 of the dose in mol/kg body weight (higher means more acutely toxic). (3) The molecule is Clc1cc2c(cc1Cl)Oc1c(Cl)c(Cl)c(Cl)c(Cl)c1O2. The rat oral LD50 is 5.64, given as -log10 of the dose in mol/kg body weight (higher means more acutely toxic). (4) The compound is CCCS(=O)(=O)C=CS(=O)(=O)CCC. The rat oral LD50 is 3.08, given as -log10 of the dose in mol/kg body weight (higher means more acutely toxic).